Task: Predict the product of the given reaction.. Dataset: Forward reaction prediction with 1.9M reactions from USPTO patents (1976-2016) Given the reactants [CH3:1][C:2]([C:9]1[CH:14]=[CH:13][C:12]([Br:15])=[CH:11][CH:10]=1)([CH3:8])[C:3](=O)[C:4]([OH:6])=[O:5].[NH3:16].CO, predict the reaction product. The product is: [Br:15][C:12]1[CH:13]=[CH:14][C:9]([C:2]([CH3:8])([CH3:1])[C@@H:3]([C:4]([OH:6])=[O:5])[NH2:16])=[CH:10][CH:11]=1.